From a dataset of Reaction yield outcomes from USPTO patents with 853,638 reactions. Predict the reaction yield, written as a fraction of the theoretical maximum amount of product (1.0 means a 100% yield; for example, 0.34 means a 34% yield). (1) The reactants are [NH:1]1[C@@H:10]2[C@H:5]([CH2:6][CH2:7][CH2:8][CH2:9]2)[NH:4][CH2:3][C:2]1=[O:11].[CH3:12][O:13][C:14]1[CH:21]=[C:20]([O:22][CH3:23])[CH:19]=[CH:18][C:15]=1[CH:16]=O.C(O[BH-](OC(=O)C)OC(=O)C)(=O)C.[Na+].C([O-])(O)=O.[Na+]. The catalyst is CC(O)=O.C(Cl)Cl. The product is [CH3:12][O:13][C:14]1[CH:21]=[C:20]([O:22][CH3:23])[CH:19]=[CH:18][C:15]=1[CH2:16][N:4]1[C@@H:5]2[C@H:10]([CH2:9][CH2:8][CH2:7][CH2:6]2)[NH:1][C:2](=[O:11])[CH2:3]1. The yield is 0.111. (2) The reactants are [Br:1][C:2]1[CH:7]=[CH:6][C:5]([O:8][CH3:9])=[CH:4][C:3]=1[N+:10]([O-])=O. The catalyst is C(O)C.[Ni]. The product is [Br:1][C:2]1[CH:7]=[CH:6][C:5]([O:8][CH3:9])=[CH:4][C:3]=1[NH2:10]. The yield is 0.860. (3) The reactants are Br[C:2]1[CH:9]=[C:8]([F:10])[CH:7]=[CH:6][C:3]=1[C:4]#[N:5].[NH:11]1[CH2:15][CH2:14][CH2:13][C:12]1=[O:16].C([O-])([O-])=O.[Cs+].[Cs+]. The catalyst is O1CCOCC1.CC1(C)C2C=CC=C(P(C3C=CC=CC=3)C3C=CC=CC=3)C=2OC2C1=CC=CC=2P(C1C=CC=CC=1)C1C=CC=CC=1. The product is [F:10][C:8]1[CH:7]=[CH:6][C:3]([C:4]#[N:5])=[C:2]([N:11]2[CH2:15][CH2:14][CH2:13][C:12]2=[O:16])[CH:9]=1. The yield is 0.870. (4) The reactants are [CH3:1][O:2][C:3]([C:5]1[S:6][C:7]([CH:29]2[CH2:34][CH2:33][C:32]([CH3:36])([CH3:35])[CH2:31][CH2:30]2)=[CH:8][C:9]=1[N:10]([C@H:20]1[CH2:25][CH2:24][C@H:23]([N:26]=[N+:27]=[N-:28])[CH2:22][CH2:21]1)[C:11]([C@H:13]1[CH2:18][CH2:17][C@H:16]([CH3:19])[CH2:15][CH2:14]1)=[O:12])=[O:4].[CH3:37][Si:38]([C:41]#[CH:42])([CH3:40])[CH3:39]. No catalyst specified. The product is [CH3:1][O:2][C:3]([C:5]1[S:6][C:7]([CH:29]2[CH2:30][CH2:31][C:32]([CH3:35])([CH3:36])[CH2:33][CH2:34]2)=[CH:8][C:9]=1[N:10]([C:11]([C@H:13]1[CH2:14][CH2:15][C@H:16]([CH3:19])[CH2:17][CH2:18]1)=[O:12])[C@H:20]1[CH2:25][CH2:24][C@H:23]([N:26]2[CH:42]=[C:41]([Si:38]([CH3:40])([CH3:39])[CH3:37])[N:28]=[N:27]2)[CH2:22][CH2:21]1)=[O:4]. The yield is 0.580. (5) The reactants are [F:1][C:2]1[CH:24]=[C:23]([NH:25][C:26]([NH:28][C:29](=[O:37])[CH2:30][C:31]2[CH:36]=[CH:35][CH:34]=[CH:33][CH:32]=2)=[S:27])[CH:22]=[CH:21][C:3]=1[O:4][C:5]1[CH:10]=[CH:9][N:8]=[C:7]([NH:11][C:12]([N:14]2[CH2:19][CH2:18][C:17](=O)[CH2:16][CH2:15]2)=[O:13])[CH:6]=1.Cl.[CH3:39][NH:40][CH3:41].C(O[BH-](OC(=O)C)OC(=O)C)(=O)C.[Na+]. The catalyst is ClCCl. The product is [CH3:39][N:40]([CH3:41])[CH:17]1[CH2:18][CH2:19][N:14]([C:12]([NH:11][C:7]2[CH:6]=[C:5]([O:4][C:3]3[CH:21]=[CH:22][C:23]([NH:25][C:26]([NH:28][C:29](=[O:37])[CH2:30][C:31]4[CH:32]=[CH:33][CH:34]=[CH:35][CH:36]=4)=[S:27])=[CH:24][C:2]=3[F:1])[CH:10]=[CH:9][N:8]=2)=[O:13])[CH2:15][CH2:16]1. The yield is 0.570.